This data is from Full USPTO retrosynthesis dataset with 1.9M reactions from patents (1976-2016). The task is: Predict the reactants needed to synthesize the given product. (1) Given the product [Cl:37][CH2:38][C:39]([N:8]1[CH2:7][CH2:6][N:5]([C:9]([O:11][C:12]([CH3:15])([CH3:14])[CH3:13])=[O:10])[CH2:4][CH:3]1[C:2]([OH:1])([C:16]1[CH:17]=[CH:18][CH:19]=[CH:20][CH:21]=1)[C:22]1[CH:27]=[CH:26][CH:25]=[CH:24][CH:23]=1)=[O:40], predict the reactants needed to synthesize it. The reactants are: [OH:1][C:2]([C:22]1[CH:27]=[CH:26][CH:25]=[CH:24][CH:23]=1)([C:16]1[CH:21]=[CH:20][CH:19]=[CH:18][CH:17]=1)[CH:3]1[NH:8][CH2:7][CH2:6][N:5]([C:9]([O:11][C:12]([CH3:15])([CH3:14])[CH3:13])=[O:10])[CH2:4]1.C(N(C(C)C)CC)(C)C.[Cl:37][CH2:38][C:39](Cl)=[O:40].C(OCC)(=O)C. (2) Given the product [CH:1]([O:4][C:5]([N:7]1[CH2:8][CH2:9][CH:10]([O:13][C:18]2[CH:19]=[CH:20][C:15]([Br:14])=[CH:16][CH:17]=2)[CH2:11][CH2:12]1)=[O:6])([CH3:3])[CH3:2], predict the reactants needed to synthesize it. The reactants are: [CH:1]([O:4][C:5]([N:7]1[CH2:12][CH2:11][CH:10]([OH:13])[CH2:9][CH2:8]1)=[O:6])([CH3:3])[CH3:2].[Br:14][C:15]1[CH:20]=[CH:19][C:18](O)=[CH:17][CH:16]=1.C1(P(C2C=CC=CC=2)C2C=CC=CC=2)C=CC=CC=1.